This data is from Full USPTO retrosynthesis dataset with 1.9M reactions from patents (1976-2016). The task is: Predict the reactants needed to synthesize the given product. (1) Given the product [F:21][C:15]1[CH:14]=[C:13]([CH2:12][CH2:11][NH:10][C:4]2[N:5]=[C:6]([O:8][CH3:9])[N:7]=[C:2]([C:28]3[CH:29]=[C:24]([CH:25]=[CH:26][CH:27]=3)[C:22]#[N:23])[CH:3]=2)[CH:18]=[CH:17][C:16]=1[O:19][CH3:20], predict the reactants needed to synthesize it. The reactants are: Cl[C:2]1[N:7]=[C:6]([O:8][CH3:9])[N:5]=[C:4]([NH:10][CH2:11][CH2:12][C:13]2[CH:18]=[CH:17][C:16]([O:19][CH3:20])=[C:15]([F:21])[CH:14]=2)[CH:3]=1.[C:22]([C:24]1[CH:25]=[C:26](B(O)O)[CH:27]=[CH:28][CH:29]=1)#[N:23].C([O-])([O-])=O.[Cs+].[Cs+]. (2) Given the product [Cl:6][C:7]1[C:8]([O:17][CH2:18][C:19]2[CH:24]=[CH:23][C:22]([Cl:25])=[C:21]([Cl:26])[CH:20]=2)=[CH:9][C:10]2[O:14][N:13]=[C:12]([NH:15][S:2]([CH3:1])(=[O:4])=[O:3])[C:11]=2[CH:16]=1, predict the reactants needed to synthesize it. The reactants are: [CH3:1][S:2](Cl)(=[O:4])=[O:3].[Cl:6][C:7]1[C:8]([O:17][CH2:18][C:19]2[CH:24]=[CH:23][C:22]([Cl:25])=[C:21]([Cl:26])[CH:20]=2)=[CH:9][C:10]2[O:14][N:13]=[C:12]([NH2:15])[C:11]=2[CH:16]=1.C(N(CC)CC)C. (3) Given the product [I:20][C:9]1[CH:10]=[CH:11][CH:12]=[C:13]2[C:8]=1[NH:7][C:6]1[C:5]([C:16]([O:18][CH3:19])=[O:17])=[CH:4][CH:3]=[CH:2][C:15]=1[CH2:14]2, predict the reactants needed to synthesize it. The reactants are: I[C:2]1[C:15]2[CH2:14][C:13]3[C:8](=[CH:9][CH:10]=[CH:11][CH:12]=3)[NH:7][C:6]=2[C:5]([C:16]([O:18][CH3:19])=[O:17])=[CH:4][CH:3]=1.[I:20]C1C=CC=C2C=1NC1C(C(OC)=O)=CC=CC=1C2=O.[K+].[Br-].IC1C=C(C(OC)=O)C(N)=CC=1.IC1C2C(=O)C3C(=CC=CC=3)NC=2C(C(OC)=O)=CC=1.IC1C=C2C(NC3C(C(O)=O)=CC=CC=3C2=O)=CC=1.IC1C=CC2C(=O)C3C(NC=2C=1C(OC)=O)=CC=CC=3.NC1C=CC=C2C=1C=C(C(OC)=O)N=C2.IC1C=CC=C2C=1C=C(C(OC)=O)N=C2.Cl.Cl.C(N(CC)CCNC(C1C=NC2C(=CC=C(I)C=2)N=1)=O)C. (4) Given the product [C:8]([O:11][C@H:12]1[CH2:17][CH2:16][C@@:15]([C@H:18]2[CH2:26][CH2:25][C@@:24]3([CH3:27])[C@@H:20]([CH2:21][CH2:22][C:23]3=[CH2:28])[C@@H:19]2[CH2:29][N:1]2[CH:5]=[N:4][CH:3]=[N:2]2)([CH3:35])[C@@H:14]([CH2:36][O:37][Si:38]([C:41]([CH3:42])([CH3:44])[CH3:43])([CH3:40])[CH3:39])[CH2:13]1)(=[O:10])[CH3:9], predict the reactants needed to synthesize it. The reactants are: [NH:1]1[CH:5]=[N:4][CH:3]=[N:2]1.[H-].[Na+].[C:8]([O:11][C@H:12]1[CH2:17][CH2:16][C@:15]([CH3:35])([C@H:18]2[CH2:26][CH2:25][C@@:24]3([CH3:27])[C@@H:20]([CH2:21][CH2:22][C:23]3=[CH2:28])[C@@H:19]2[CH2:29]OS(C)(=O)=O)[C@@H:14]([CH2:36][O:37][Si:38]([C:41]([CH3:44])([CH3:43])[CH3:42])([CH3:40])[CH3:39])[CH2:13]1)(=[O:10])[CH3:9].C([O-])(O)=O.[Na+]. (5) Given the product [Cl:19][C:3]1[C:2]([CH3:1])=[C:7]([CH3:8])[N:6]=[C:5]([NH:9][CH2:10][C:11]2[CH:16]=[CH:15][CH:14]=[CH:13][N:12]=2)[N:4]=1, predict the reactants needed to synthesize it. The reactants are: [CH3:1][C:2]1[C:3](=O)[NH:4][C:5]([NH:9][CH2:10][C:11]2[CH:16]=[CH:15][CH:14]=[CH:13][N:12]=2)=[N:6][C:7]=1[CH3:8].O(Cl)[Cl:19].[P+5].